Predict the reaction yield, written as a fraction of the theoretical maximum amount of product (1.0 means a 100% yield; for example, 0.34 means a 34% yield). From a dataset of Reaction yield outcomes from USPTO patents with 853,638 reactions. The reactants are [C:1]([N:8]1[CH2:13][CH2:12][CH:11]([CH:14]([CH3:18])C(O)=O)[CH2:10][CH2:9]1)([O:3][C:4]([CH3:7])([CH3:6])[CH3:5])=[O:2].CN([C:22]([O:26]N1N=NC2C=CC=CC1=2)=[N+](C)C)C.F[P-](F)(F)(F)(F)F.C(N(CC)C(C)C)(C)C.FC(F)(F)C(O)=O.[NH2:59][C:60]1[S:61][C:62]2[CH:68]=[C:67]([O:69][S:70]([C:73]3[CH:78]=[CH:77][C:76]([NH:79][CH2:80][C:81]([OH:84])([CH3:83])[CH3:82])=[CH:75][CH:74]=3)(=[O:72])=[O:71])[CH:66]=[CH:65][C:63]=2[N:64]=1. The catalyst is CN(C)C=O.O. The product is [C:4]([O:3][C:1]([N:8]1[CH2:9][CH2:10][CH:11]([CH2:14][CH2:18][C:22](=[O:26])[NH:59][C:60]2[S:61][C:62]3[CH:68]=[C:67]([O:69][S:70]([C:73]4[CH:74]=[CH:75][C:76]([NH:79][CH2:80][C:81]([OH:84])([CH3:82])[CH3:83])=[CH:77][CH:78]=4)(=[O:71])=[O:72])[CH:66]=[CH:65][C:63]=3[N:64]=2)[CH2:12][CH2:13]1)=[O:2])([CH3:5])([CH3:6])[CH3:7]. The yield is 0.510.